Dataset: Forward reaction prediction with 1.9M reactions from USPTO patents (1976-2016). Task: Predict the product of the given reaction. The product is: [Cl:1][C:2]1[C:3]2[CH:10]=[CH:9][N:8]([S:19]([C:14]3[CH:13]=[CH:18][C:17]([CH3:25])=[CH:16][CH:15]=3)(=[O:20])=[O:21])[C:4]=2[N:5]=[CH:6][N:7]=1. Given the reactants [Cl:1][C:2]1[C:3]2[CH:10]=[CH:9][NH:8][C:4]=2[N:5]=[CH:6][N:7]=1.[H-].[Na+].[C:13]1(C)[C:14]([S:19](Cl)(=[O:21])=[O:20])=[CH:15][CH:16]=[CH:17][CH:18]=1.O.[CH2:25]1COCC1, predict the reaction product.